Dataset: Full USPTO retrosynthesis dataset with 1.9M reactions from patents (1976-2016). Task: Predict the reactants needed to synthesize the given product. (1) Given the product [F:11][C:12]1[CH:17]=[CH:16][C:15]([C:18]2[C:19]([CH3:26])=[CH:20][C:21]([O:5][C@H:6]3[CH2:10][CH2:9][O:8][CH2:7]3)=[CH:22][C:23]=2[CH3:24])=[CH:14][C:13]=1[CH2:27][OH:28], predict the reactants needed to synthesize it. The reactants are: CS([O:5][C@@H:6]1[CH2:10][CH2:9][O:8][CH2:7]1)(=O)=O.[F:11][C:12]1[CH:17]=[CH:16][C:15]([C:18]2[C:23]([CH3:24])=[CH:22][C:21](O)=[CH:20][C:19]=2[CH3:26])=[CH:14][C:13]=1[CH2:27][OH:28].C(=O)([O-])[O-].[Cs+].[Cs+]. (2) Given the product [C:33]([C@:28]([C:29]([OH:31])=[O:30])([OH:32])[C@:27]([C:19](=[O:26])[C:20]1[CH:25]=[CH:24][CH:23]=[CH:22][CH:21]=1)([OH:41])[C:42]([OH:44])=[O:43])(=[O:40])[C:34]1[CH:39]=[CH:38][CH:37]=[CH:36][CH:35]=1.[Br:1][C:2]1[CH:3]=[C:4]([CH:11]([NH:14][C:15]([CH3:18])([CH3:17])[CH3:16])[CH2:12][OH:13])[CH:5]=[C:6]([C:9]#[N:10])[C:7]=1[NH2:8], predict the reactants needed to synthesize it. The reactants are: [Br:1][C:2]1[CH:3]=[C:4]([CH:11]([NH:14][C:15]([CH3:18])([CH3:17])[CH3:16])[CH2:12][OH:13])[CH:5]=[C:6]([C:9]#[N:10])[C:7]=1[NH2:8].[C:19]([C@:27]([C:42]([OH:44])=[O:43])([OH:41])[C@:28]([C:33](=[O:40])[C:34]1[CH:39]=[CH:38][CH:37]=[CH:36][CH:35]=1)([OH:32])[C:29]([OH:31])=[O:30])(=[O:26])[C:20]1[CH:25]=[CH:24][CH:23]=[CH:22][CH:21]=1.C(OCC)C. (3) Given the product [CH3:18][C:19]1([CH3:32])[O:31][C:23]2=[C:24]([CH3:30])[N:25]=[CH:26][C:27]([CH2:28][NH:29][C:15]([C:12]3[CH:11]=[CH:10][C:9]([C:6]4[CH:5]=[CH:4][C:3]([C:1]#[N:2])=[CH:8][CH:7]=4)=[CH:14][CH:13]=3)=[O:17])=[C:22]2[CH2:21][O:20]1, predict the reactants needed to synthesize it. The reactants are: [C:1]([C:3]1[CH:8]=[CH:7][C:6]([C:9]2[CH:14]=[CH:13][C:12]([C:15]([OH:17])=O)=[CH:11][CH:10]=2)=[CH:5][CH:4]=1)#[N:2].[CH3:18][C:19]1([CH3:32])[O:31][C:23]2=[C:24]([CH3:30])[N:25]=[CH:26][C:27]([CH2:28][NH2:29])=[C:22]2[CH2:21][O:20]1.C(Cl)CCl.O.ON1C2C=CC=CC=2N=N1. (4) Given the product [CH2:1]([CH:8]([C:9](=[O:21])[CH2:10][CH2:11][C:12]1[CH:17]=[CH:16][C:15]([OH:18])=[C:14]([O:19][CH3:20])[CH:13]=1)[C:22](=[O:34])[CH2:23][CH2:24][C:25]1[CH:30]=[CH:29][C:28]([OH:31])=[C:27]([O:32][CH3:33])[CH:26]=1)[C:2]1[CH:7]=[CH:6][CH:5]=[CH:4][CH:3]=1, predict the reactants needed to synthesize it. The reactants are: [CH2:1]([CH:8]([C:22](=[O:34])[CH:23]=[CH:24][C:25]1[CH:30]=[CH:29][C:28]([OH:31])=[C:27]([O:32][CH3:33])[CH:26]=1)[C:9](=[O:21])[CH:10]=[CH:11][C:12]1[CH:17]=[CH:16][C:15]([OH:18])=[C:14]([O:19][CH3:20])[CH:13]=1)[C:2]1[CH:7]=[CH:6][CH:5]=[CH:4][CH:3]=1. (5) Given the product [OH:1][CH:2]([C:6]1[CH:7]=[CH:8][C:9]([C:12]2[N:16]=[C:15]([C:17]3[C:21]([C:22]([F:25])([F:24])[F:23])=[C:20]([C:26]4[CH:27]=[CH:28][CH:29]=[CH:30][CH:31]=4)[O:19][N:18]=3)[O:14][N:13]=2)=[CH:10][CH:11]=1)[C:3]([NH:32][CH2:33][C:34]([OH:36])([CH3:37])[CH3:35])=[O:4], predict the reactants needed to synthesize it. The reactants are: [OH:1][CH:2]([C:6]1[CH:11]=[CH:10][C:9]([C:12]2[N:16]=[C:15]([C:17]3[C:21]([C:22]([F:25])([F:24])[F:23])=[C:20]([C:26]4[CH:31]=[CH:30][CH:29]=[CH:28][CH:27]=4)[O:19][N:18]=3)[O:14][N:13]=2)=[CH:8][CH:7]=1)[C:3](O)=[O:4].[NH2:32][CH2:33][C:34]([CH3:37])([OH:36])[CH3:35].CN(C(ON1N=NC2C=CC=NC1=2)=[N+](C)C)C.F[P-](F)(F)(F)(F)F.CN1CCOCC1. (6) Given the product [CH3:74][C:72]1[NH:71][N:70]=[C:69]([NH:68][C:66]2[CH:65]=[N:64][CH:63]=[C:62]([NH:43][C:44]3[CH:53]=[C:52]4[C:47]([CH2:48][CH2:49][NH:50][CH2:51]4)=[CH:46][CH:45]=3)[N:67]=2)[CH:73]=1, predict the reactants needed to synthesize it. The reactants are: C1(P(C2C=CC=CC=2)C2C3OC4C(=CC=CC=4P(C4C=CC=CC=4)C4C=CC=CC=4)C(C)(C)C=3C=CC=2)C=CC=CC=1.[NH2:43][C:44]1[CH:53]=[C:52]2[C:47]([CH2:48][CH2:49][N:50](C(OC(C)(C)C)=O)[CH2:51]2)=[CH:46][CH:45]=1.Cl[C:62]1[N:67]=[C:66]([NH:68][C:69]2(C(OC(C)(C)C)=O)[CH:73]=[C:72]([CH3:74])[N:71]=[N:70]2)[CH:65]=[N:64][CH:63]=1.C(=O)([O-])[O-].[K+].[K+]. (7) Given the product [CH3:1][N:2]([CH3:14])[NH:3][CH:4]1[CH2:8][CH2:7][CH2:6][CH:5]1[C:9]([O:11][CH2:12][CH3:13])=[O:10], predict the reactants needed to synthesize it. The reactants are: [CH3:1][N:2]([CH3:14])[N:3]=[C:4]1[CH2:8][CH2:7][CH2:6][CH:5]1[C:9]([O:11][CH2:12][CH3:13])=[O:10].C([BH3-])#N.[Na+].C(=O)(O)[O-].[Na+]. (8) Given the product [Cl:23][CH2:22][CH:10]1[C:11]2=[C:12]3[C:17](=[C:18]([OH:21])[CH:19]=[C:20]2[N:8]([C:6](=[O:7])/[CH:32]=[CH:31]/[C:30]2[CH:36]=[CH:37][C:27]([O:26][CH3:25])=[CH:28][CH:29]=2)[CH2:9]1)[N:16]=[CH:15][CH:14]=[CH:13]3, predict the reactants needed to synthesize it. The reactants are: C(O[C:6]([N:8]1[C:20]2[C:11](=[C:12]3[C:17](=[C:18]([OH:21])[CH:19]=2)[N:16]=[CH:15][CH:14]=[CH:13]3)[CH:10]([CH2:22][Cl:23])[CH2:9]1)=[O:7])(C)(C)C.Cl.[CH3:25][O:26][C:27]1[CH:37]=[CH:36][C:30]([CH:31]=[CH:32]C(O)=O)=[CH:29][CH:28]=1.CCN=C=NCCCN(C)C.